From a dataset of Reaction yield outcomes from USPTO patents with 853,638 reactions. Predict the reaction yield, written as a fraction of the theoretical maximum amount of product (1.0 means a 100% yield; for example, 0.34 means a 34% yield). The reactants are CO[C:3]1[CH:8]=[CH:7][C:6]([NH:9][S:10]([C:13]2[CH:18]=[CH:17][C:16]([N+:19]([O-:21])=[O:20])=[CH:15][CH:14]=2)(=[O:12])=[O:11])=[CH:5][CH:4]=1.C([Li])CCC.[Br:27][C:28]1[CH:29]=[CH:30][C:31]2[N:32]([CH2:42][CH:43]3[CH2:45][O:44]3)[C:33]3[C:38]([C:39]=2[CH:40]=1)=[CH:37][C:36]([Br:41])=[CH:35][CH:34]=3.C[CH2:47][O:48]C(C)=O. The catalyst is C1(C)C=CC=CC=1. The product is [Br:27][C:28]1[CH:29]=[CH:30][C:31]2[N:32]([CH2:42][CH:43]([OH:44])[CH2:45][N:9]([C:6]3[CH:5]=[CH:4][CH:3]=[C:8]([O:48][CH3:47])[CH:7]=3)[S:10]([C:13]3[CH:14]=[CH:15][C:16]([N+:19]([O-:21])=[O:20])=[CH:17][CH:18]=3)(=[O:11])=[O:12])[C:33]3[C:38]([C:39]=2[CH:40]=1)=[CH:37][C:36]([Br:41])=[CH:35][CH:34]=3. The yield is 0.880.